From a dataset of Catalyst prediction with 721,799 reactions and 888 catalyst types from USPTO. Predict which catalyst facilitates the given reaction. (1) Reactant: [OH-].[Li+].[Br:3][C:4]1[CH:5]=[CH:6][C:7]([O:22][CH2:23][C:24]2[CH:29]=[CH:28][CH:27]=[CH:26][C:25]=2[O:30][CH3:31])=[C:8]([CH:21]=1)[C:9]([O:11]CC1C=CC=CC=1OC)=[O:10]. Product: [Br:3][C:4]1[CH:5]=[CH:6][C:7]([O:22][CH2:23][C:24]2[CH:29]=[CH:28][CH:27]=[CH:26][C:25]=2[O:30][CH3:31])=[C:8]([CH:21]=1)[C:9]([OH:11])=[O:10]. The catalyst class is: 90. (2) Reactant: [OH:1][C:2]1[C:11]([OH:12])=[C:10]2[C:5]([C:6]([C:14]([O:16]C)=[O:15])=[CH:7][C:8](=[O:13])[O:9]2)=[CH:4][CH:3]=1.Cl. Product: [OH:1][C:2]1[C:11]([OH:12])=[C:10]2[C:5]([C:6]([C:14]([OH:16])=[O:15])=[CH:7][C:8](=[O:13])[O:9]2)=[CH:4][CH:3]=1. The catalyst class is: 15. (3) Reactant: [F:1][C:2]([F:20])([F:19])[C:3]([C:9]1[C:17]2[C:12](=[CH:13][CH:14]=[C:15]([F:18])[CH:16]=2)[NH:11][CH:10]=1)(O)[C:4]([O:6]C)=[O:5].Cl. Product: [F:20][C:2]([F:1])([F:19])[CH:3]([C:9]1[C:17]2[C:12](=[CH:13][CH:14]=[C:15]([F:18])[CH:16]=2)[NH:11][CH:10]=1)[C:4]([OH:6])=[O:5]. The catalyst class is: 1. (4) Reactant: [CH2:1]([O:5][C:6]1[N:14]=[C:13]2[C:9]([N:10]=[CH:11][N:12]2[CH2:15][CH:16]2[CH2:21][CH2:20][CH2:19][N:18]([C:22]([O:24][C:25]([CH3:28])([CH3:27])[CH3:26])=[O:23])[CH2:17]2)=[C:8]([NH2:29])[N:7]=1)[CH2:2][CH2:3][CH3:4].C([O-])(=O)C.[Na+].[Br:35]Br.O. Product: [Br:35][C:11]1[N:12]([CH2:15][CH:16]2[CH2:21][CH2:20][CH2:19][N:18]([C:22]([O:24][C:25]([CH3:28])([CH3:27])[CH3:26])=[O:23])[CH2:17]2)[C:13]2[C:9]([N:10]=1)=[C:8]([NH2:29])[N:7]=[C:6]([O:5][CH2:1][CH2:2][CH2:3][CH3:4])[N:14]=2. The catalyst class is: 22.